From a dataset of Reaction yield outcomes from USPTO patents with 853,638 reactions. Predict the reaction yield, written as a fraction of the theoretical maximum amount of product (1.0 means a 100% yield; for example, 0.34 means a 34% yield). The reactants are Cl[C:2]1[C:11]2[C:6](=[CH:7][C:8]([O:20][CH3:21])=[CH:9][C:10]=2[O:12][CH:13]2[CH2:18][CH2:17][N:16]([CH3:19])[CH2:15][CH2:14]2)[N:5]=[CH:4][N:3]=1.[NH2:22][C:23]1[CH:24]=[C:25]2[C:29](=[CH:30][CH:31]=1)[NH:28][CH:27]=[C:26]2[Cl:32]. No catalyst specified. The product is [Cl:32][C:26]1[C:25]2[C:29](=[CH:30][CH:31]=[C:23]([NH:22][C:2]3[C:11]4[C:6](=[CH:7][C:8]([O:20][CH3:21])=[CH:9][C:10]=4[O:12][CH:13]4[CH2:18][CH2:17][N:16]([CH3:19])[CH2:15][CH2:14]4)[N:5]=[CH:4][N:3]=3)[CH:24]=2)[NH:28][CH:27]=1. The yield is 0.510.